This data is from Forward reaction prediction with 1.9M reactions from USPTO patents (1976-2016). The task is: Predict the product of the given reaction. Given the reactants N#N.Cl.Cl.[NH:5]1[C:9]2[CH:10]=[CH:11][CH:12]=[CH:13][C:8]=2[N:7]=[C:6]1[CH:14]([NH2:25])[CH2:15][C:16]1[CH:21]=[CH:20][C:19]([O:22][CH3:23])=[C:18]([F:24])[CH:17]=1.[OH-].[Na+], predict the reaction product. The product is: [NH:5]1[C:9]2[CH:10]=[CH:11][CH:12]=[CH:13][C:8]=2[N:7]=[C:6]1[CH:14]([NH2:25])[CH2:15][C:16]1[CH:21]=[CH:20][C:19]([O:22][CH3:23])=[C:18]([F:24])[CH:17]=1.